Dataset: Human liver microsome stability data. Task: Regression/Classification. Given a drug SMILES string, predict its absorption, distribution, metabolism, or excretion properties. Task type varies by dataset: regression for continuous measurements (e.g., permeability, clearance, half-life) or binary classification for categorical outcomes (e.g., BBB penetration, CYP inhibition). Dataset: hlm. (1) The drug is Cc1[nH]c2ncnc(-c3ccc(NC(=O)N(CCO)c4ccc(Cl)cc4)c(F)c3)c2c1C. The result is 0 (unstable in human liver microsomes). (2) The drug is COc1ccc2c(c1)C[C@H](C(=O)Nc1c(F)cc(-c3cn[nH]c3)cc1OCCN(C)C)NC2. The result is 0 (unstable in human liver microsomes). (3) The molecule is CCOc1cc(O[C@@H]2C[C@H]3C(=O)N[C@]4(C(=O)NS(=O)(=O)C5CC5)C[C@H]4C=CCCCCC[C@H](NC(=O)c4cc[nH]n4)C(=O)N3C2)c2ccc(OC)c(C)c2n1. The result is 0 (unstable in human liver microsomes). (4) The compound is CN(C(=O)c1ccc(-n2cccn2)cc1)[C@@H]1CCN(C2CCC2)C1. The result is 0 (unstable in human liver microsomes). (5) The compound is Cc1nn(CCO)c(C)c1Oc1cc(Cl)cc(Cl)c1. The result is 0 (unstable in human liver microsomes).